From a dataset of Catalyst prediction with 721,799 reactions and 888 catalyst types from USPTO. Predict which catalyst facilitates the given reaction. Reactant: Cl[C:2]1[C:7]([CH2:8][C:9]([O:11][CH3:12])=[O:10])=[C:6]([Cl:13])[N:5]=[C:4]([CH2:14][C:15]2[CH:20]=[CH:19][C:18]([NH:21][C:22]([C:24]3[CH:33]=[CH:32][C:31]4[C:26](=[CH:27][CH:28]=[CH:29][CH:30]=4)[CH:25]=3)=[O:23])=[CH:17][CH:16]=2)[N:3]=1.[NH:34]1[CH2:38][CH2:37][CH2:36][CH2:35]1.C(N(CC)C(C)C)(C)C. Product: [Cl:13][C:6]1[C:7]([CH2:8][C:9]([O:11][CH3:12])=[O:10])=[C:2]([N:34]2[CH2:38][CH2:37][CH2:36][CH2:35]2)[N:3]=[C:4]([CH2:14][C:15]2[CH:20]=[CH:19][C:18]([NH:21][C:22]([C:24]3[CH:33]=[CH:32][C:27]4[C:26](=[CH:31][CH:30]=[CH:29][CH:28]=4)[CH:25]=3)=[O:23])=[CH:17][CH:16]=2)[N:5]=1. The catalyst class is: 3.